The task is: Predict the reactants needed to synthesize the given product.. This data is from Full USPTO retrosynthesis dataset with 1.9M reactions from patents (1976-2016). (1) Given the product [F:1][C:2]1[CH:3]=[C:4]([CH:43]=[CH:44][CH:45]=1)[CH2:5][N:6]1[CH:10]=[C:9]([C:11]2[C:19]3[C:14](=[N:15][CH:16]=[C:17]([C:20]4[CH:25]=[CH:24][CH:23]=[C:22]([N:26]5[CH2:31][CH2:30][N:29]([CH3:32])[CH2:28][CH2:27]5)[CH:21]=4)[CH:18]=3)[NH:13][CH:12]=2)[CH:8]=[N:7]1, predict the reactants needed to synthesize it. The reactants are: [F:1][C:2]1[CH:3]=[C:4]([CH:43]=[CH:44][CH:45]=1)[CH2:5][N:6]1[CH:10]=[C:9]([C:11]2[C:19]3[C:14](=[N:15][CH:16]=[C:17]([C:20]4[CH:25]=[CH:24][CH:23]=[C:22]([N:26]5[CH2:31][CH2:30][N:29]([CH3:32])[CH2:28][CH2:27]5)[CH:21]=4)[CH:18]=3)[N:13](S(C3C=CC(C)=CC=3)(=O)=O)[CH:12]=2)[CH:8]=[N:7]1.[OH-].[Li+]. (2) Given the product [C:2]([CH:3]([C:15]([C:9]1[CH:14]=[CH:13][CH:12]=[CH:11][CH:10]=1)=[CH2:16])[C:4]([O:6][CH3:7])=[O:5])(=[O:1])[CH3:8], predict the reactants needed to synthesize it. The reactants are: [O:1]=[C:2]([CH3:8])[CH2:3][C:4]([O:6][CH3:7])=[O:5].[C:9]1([C:15]#[CH:16])[CH:14]=[CH:13][CH:12]=[CH:11][CH:10]=1.